From a dataset of Catalyst prediction with 721,799 reactions and 888 catalyst types from USPTO. Predict which catalyst facilitates the given reaction. (1) Reactant: [CH3:1][O:2][C:3]([C:5]1[C:6]([OH:30])=[C:7]2[C:12](=[C:13](Br)[N:14]=1)[N:11]([CH2:16][C:17]1[CH:22]=[CH:21][CH:20]=[CH:19][CH:18]=1)[C:10](=[O:23])[C:9]([C:24]1[CH:29]=[CH:28][CH:27]=[CH:26][CH:25]=1)=[CH:8]2)=[O:4].[CH3:31][Sn](C)(C)C.CCOC(C)=O.Cl. Product: [CH3:1][O:2][C:3]([C:5]1[C:6]([OH:30])=[C:7]2[C:12](=[C:13]([CH3:31])[N:14]=1)[N:11]([CH2:16][C:17]1[CH:22]=[CH:21][CH:20]=[CH:19][CH:18]=1)[C:10](=[O:23])[C:9]([C:24]1[CH:29]=[CH:28][CH:27]=[CH:26][CH:25]=1)=[CH:8]2)=[O:4]. The catalyst class is: 510. (2) Reactant: [N+:1]([C:4]1[CH:5]=[N:6][N:7]([C:9]2[CH:14]=[CH:13][CH:12]=[CH:11][CH:10]=2)[CH:8]=1)([O-])=O. The catalyst class is: 515. Product: [NH2:1][C:4]1[CH:5]=[N:6][N:7]([C:9]2[CH:14]=[CH:13][CH:12]=[CH:11][CH:10]=2)[CH:8]=1. (3) Reactant: C[Si]([N-][Si](C)(C)C)(C)C.[Li+].[Br-].[Li+].[C:13]([C:17]1[S:21][C:20]2=[C:22]([C:25]3[CH:26]=[N:27][CH:28]=[CH:29][CH:30]=3)[N:23]=[CH:24][N:19]2[C:18]=1[CH2:31][O:32][Si:33]([CH2:38][CH3:39])([CH2:36][CH3:37])[CH2:34][CH3:35])(=[O:16])[CH2:14][CH3:15].C(O[C@H:44]1[NH:47][C:46](=[O:48])[C@H:45]1[C@H:49]([O:51][Si:52]([C:55]([CH3:58])([CH3:57])[CH3:56])([CH3:54])[CH3:53])[CH3:50])(=O)C.C(O)(=O)CC(CC(O)=O)(C(O)=O)O. Product: [Si:52]([O:51][C@@H:49]([C@@H:45]1[C@@H:44]([CH:14]([CH3:15])[C:13]([C:17]2[S:21][C:20]3=[C:22]([C:25]4[CH:26]=[N:27][CH:28]=[CH:29][CH:30]=4)[N:23]=[CH:24][N:19]3[C:18]=2[CH2:31][O:32][Si:33]([CH2:34][CH3:35])([CH2:38][CH3:39])[CH2:36][CH3:37])=[O:16])[NH:47][C:46]1=[O:48])[CH3:50])([C:55]([CH3:56])([CH3:57])[CH3:58])([CH3:53])[CH3:54]. The catalyst class is: 7. (4) Reactant: Cl.[F:2][C:3]1([F:14])[CH2:7][NH:6][C@H:5]([CH:8]([CH3:13])[CH2:9][C:10]([OH:12])=[O:11])[CH2:4]1.Br[CH2:16][C:17]1[NH:22][C:21]([C:23]2[S:24][CH:25]=[CH:26][N:27]=2)=[N:20][C@@H:19]([C:28]2[CH:33]=[CH:32][C:31]([F:34])=[CH:30][C:29]=2[Cl:35])[C:18]=1[C:36]([O:38][CH3:39])=[O:37].C(=O)([O-])[O-].[K+].[K+]. Product: [Cl:35][C:29]1[CH:30]=[C:31]([F:34])[CH:32]=[CH:33][C:28]=1[C@@H:19]1[N:20]=[C:21]([C:23]2[S:24][CH:25]=[CH:26][N:27]=2)[NH:22][C:17]([CH2:16][N:6]2[CH2:7][C:3]([F:2])([F:14])[CH2:4][C@H:5]2[CH:8]([CH3:13])[CH2:9][C:10]([OH:12])=[O:11])=[C:18]1[C:36]([O:38][CH3:39])=[O:37]. The catalyst class is: 8. (5) Reactant: [NH2:1][C:2]1[C:10](Cl)=[N:9][CH:8]=[CH:7][C:3]=1[C:4]([NH2:6])=[O:5].[F:12][C:13]1[CH:20]=[N:19][CH:18]=[CH:17][C:14]=1[CH:15]=O.OS([O-])=O.[Na+].CC(N(C)C)=O. Product: [F:12][C:13]1[CH:20]=[N:19][CH:18]=[CH:17][C:14]=1[C:15]1[N:6]=[C:4]([OH:5])[C:3]2[CH:7]=[CH:8][N:9]=[CH:10][C:2]=2[N:1]=1. The catalyst class is: 6. (6) Reactant: [CH3:1][S:2](Cl)(=[O:4])=[O:3].[N:6]1[CH:11]=[CH:10][CH:9]=[CH:8][C:7]=1[CH2:12][OH:13].C(N(CC)CC)C. Product: [CH3:1][S:2]([O:13][CH2:12][C:7]1[CH:8]=[CH:9][CH:10]=[CH:11][N:6]=1)(=[O:4])=[O:3]. The catalyst class is: 7. (7) Reactant: [C:1](Cl)(=[O:3])[CH3:2].[Br:5][C:6]1[CH:14]=[CH:13][C:9]([CH2:10][CH2:11][OH:12])=[CH:8][CH:7]=1.C(N(CC)CC)C. Product: [C:1]([O:12][CH2:11][CH2:10][C:9]1[CH:13]=[CH:14][C:6]([Br:5])=[CH:7][CH:8]=1)(=[O:3])[CH3:2]. The catalyst class is: 268.